Regression. Given a peptide amino acid sequence and an MHC pseudo amino acid sequence, predict their binding affinity value. This is MHC class I binding data. From a dataset of Peptide-MHC class I binding affinity with 185,985 pairs from IEDB/IMGT. The peptide sequence is FRKGSSIGK. The MHC is HLA-B27:05 with pseudo-sequence HLA-B27:05. The binding affinity (normalized) is 0.635.